Task: Predict which catalyst facilitates the given reaction.. Dataset: Catalyst prediction with 721,799 reactions and 888 catalyst types from USPTO (1) Reactant: [NH2:1][C:2]1[N:7]=[C:6]([NH:8][CH2:9][C:10]2[CH:15]=[CH:14][CH:13]=[CH:12][C:11]=2[Br:16])[C:5]([C:17]#[N:18])=[C:4]([C:19]2[O:20][CH:21]=[CH:22][CH:23]=2)[N:3]=1.[Br:24]N1C(=O)CCC1=O. Product: [NH2:1][C:2]1[N:7]=[C:6]([NH:8][CH2:9][C:10]2[CH:15]=[CH:14][CH:13]=[CH:12][C:11]=2[Br:16])[C:5]([C:17]#[N:18])=[C:4]([C:19]2[O:20][C:21]([Br:24])=[CH:22][CH:23]=2)[N:3]=1. The catalyst class is: 3. (2) Reactant: [CH3:1][N:2]1[C:6]([CH2:7][OH:8])=[CH:5][N:4]=[CH:3]1.[H-].[Na+].CS([C:15]1[N:20]=[C:19]([CH2:21][O:22]C2CCCCO2)[CH:18]=[CH:17][N:16]=1)(=O)=O. Product: [CH3:1][N:2]1[C:6]([CH2:7][O:8][C:15]2[N:20]=[C:19]([CH2:21][OH:22])[CH:18]=[CH:17][N:16]=2)=[CH:5][N:4]=[CH:3]1. The catalyst class is: 18. (3) Reactant: [NH2:1][C:2]1[N:7]=[C:6](Br)[C:5]([C:9]#[N:10])=[C:4]([S:11][CH3:12])[N:3]=1.[CH2:13]([O:15][C:16]([Sn](CCCC)(CCCC)CCCC)=[CH2:17])[CH3:14]. Product: [NH2:1][C:2]1[N:7]=[C:6]([C:13]([O:15][CH2:16][CH3:17])=[CH2:14])[C:5]([C:9]#[N:10])=[C:4]([S:11][CH3:12])[N:3]=1. The catalyst class is: 184. (4) Reactant: [CH3:1][N:2]([CH3:29])[C:3]1([C:22]2[CH:27]=[CH:26][CH:25]=[C:24]([F:28])[CH:23]=2)[CH2:8][CH2:7][CH:6]([CH2:9][C:10]([NH:12][CH2:13][CH2:14][CH2:15][C:16]2[CH:21]=[CH:20][CH:19]=[CH:18][CH:17]=2)=[O:11])[CH2:5][CH2:4]1.[Cl:30][Si](C)(C)C.CCOCC. Product: [ClH:30].[CH3:29][N:2]([CH3:1])[C:3]1([C:22]2[CH:27]=[CH:26][CH:25]=[C:24]([F:28])[CH:23]=2)[CH2:8][CH2:7][CH:6]([CH2:9][C:10]([NH:12][CH2:13][CH2:14][CH2:15][C:16]2[CH:17]=[CH:18][CH:19]=[CH:20][CH:21]=2)=[O:11])[CH2:5][CH2:4]1. The catalyst class is: 573. (5) Reactant: [NH:1]1[C:9]2[C:4](=[CH:5][C:6]([O:10][C:11]3[C:12]4[CH2:20][CH2:19][N:18]([C:21]([O:23][C:24]([CH3:27])([CH3:26])[CH3:25])=[O:22])[CH2:17][C:13]=4[N:14]=[CH:15][N:16]=3)=[CH:7][CH:8]=2)[CH:3]=[CH:2]1.[H-].[Na+].[C:30](Cl)(=[O:41])[O:31][C:32]1[CH:37]=[CH:36][C:35]([N+:38]([O-:40])=[O:39])=[CH:34][CH:33]=1. Product: [N+:38]([C:35]1[CH:36]=[CH:37][C:32]([O:31][C:30]([N:1]2[C:9]3[C:4](=[CH:5][C:6]([O:10][C:11]4[C:12]5[CH2:20][CH2:19][N:18]([C:21]([O:23][C:24]([CH3:27])([CH3:26])[CH3:25])=[O:22])[CH2:17][C:13]=5[N:14]=[CH:15][N:16]=4)=[CH:7][CH:8]=3)[CH:3]=[CH:2]2)=[O:41])=[CH:33][CH:34]=1)([O-:40])=[O:39]. The catalyst class is: 1. (6) Reactant: [Cl:1][C:2]1[CH:17]=[CH:16][C:5]([C:6]([NH:8][CH2:9][CH:10]2[CH2:15][CH2:14][O:13][CH2:12][CH2:11]2)=[O:7])=[CH:4][N:3]=1.[CH:18]1([Mg]Cl)[CH2:22][CH2:21][CH2:20][CH2:19]1.CO.ClC1C(=O)C(C#N)=C(C#N)C(=O)C=1Cl. Product: [Cl:1][C:2]1[CH:17]=[C:16]([CH:18]2[CH2:22][CH2:21][CH2:20][CH2:19]2)[C:5]([C:6]([NH:8][CH2:9][CH:10]2[CH2:15][CH2:14][O:13][CH2:12][CH2:11]2)=[O:7])=[CH:4][N:3]=1. The catalyst class is: 7. (7) Reactant: C[O:2][C:3](=[O:19])[C:4]1[C:9]([O:10][CH:11]([CH3:13])[CH3:12])=[CH:8][C:7]([O:14][CH:15]([CH3:17])[CH3:16])=[N:6][C:5]=1[NH2:18].[OH-].[Li+]. Product: [NH2:18][C:5]1[N:6]=[C:7]([O:14][CH:15]([CH3:16])[CH3:17])[CH:8]=[C:9]([O:10][CH:11]([CH3:13])[CH3:12])[C:4]=1[C:3]([OH:19])=[O:2]. The catalyst class is: 24.